Dataset: NCI-60 drug combinations with 297,098 pairs across 59 cell lines. Task: Regression. Given two drug SMILES strings and cell line genomic features, predict the synergy score measuring deviation from expected non-interaction effect. (1) Drug 1: CC12CCC3C(C1CCC2O)C(CC4=C3C=CC(=C4)O)CCCCCCCCCS(=O)CCCC(C(F)(F)F)(F)F. Drug 2: CC(C)CN1C=NC2=C1C3=CC=CC=C3N=C2N. Cell line: MDA-MB-435. Synergy scores: CSS=-6.31, Synergy_ZIP=6.38, Synergy_Bliss=7.92, Synergy_Loewe=-1.65, Synergy_HSA=-1.47. (2) Drug 1: CCC1(CC2CC(C3=C(CCN(C2)C1)C4=CC=CC=C4N3)(C5=C(C=C6C(=C5)C78CCN9C7C(C=CC9)(C(C(C8N6C=O)(C(=O)OC)O)OC(=O)C)CC)OC)C(=O)OC)O.OS(=O)(=O)O. Drug 2: COC1=NC(=NC2=C1N=CN2C3C(C(C(O3)CO)O)O)N. Cell line: MOLT-4. Synergy scores: CSS=79.3, Synergy_ZIP=1.07, Synergy_Bliss=1.00, Synergy_Loewe=2.70, Synergy_HSA=5.61. (3) Drug 1: C1CC(=O)NC(=O)C1N2CC3=C(C2=O)C=CC=C3N. Drug 2: CC1=C(C(CCC1)(C)C)C=CC(=CC=CC(=CC(=O)O)C)C. Cell line: NCI-H460. Synergy scores: CSS=10.2, Synergy_ZIP=-2.75, Synergy_Bliss=0.685, Synergy_Loewe=2.71, Synergy_HSA=3.37. (4) Drug 1: C1CC2CC3=C(CC1C24CN(S(=O)(=O)N4)CC(F)(F)F)C=CC(=C3)C=CCN5CCC(CC5)C(F)(F)F. Drug 2: CN1C(=O)N2C=NC(=C2N=N1)C(=O)N. Cell line: SK-OV-3. Synergy scores: CSS=6.57, Synergy_ZIP=9.49, Synergy_Bliss=10.4, Synergy_Loewe=-5.60, Synergy_HSA=3.15. (5) Drug 1: C1CN1P(=S)(N2CC2)N3CC3. Drug 2: CCN(CC)CCCC(C)NC1=C2C=C(C=CC2=NC3=C1C=CC(=C3)Cl)OC. Cell line: HT29. Synergy scores: CSS=17.4, Synergy_ZIP=2.19, Synergy_Bliss=2.61, Synergy_Loewe=-10.7, Synergy_HSA=0.438.